This data is from Reaction yield outcomes from USPTO patents with 853,638 reactions. The task is: Predict the reaction yield, written as a fraction of the theoretical maximum amount of product (1.0 means a 100% yield; for example, 0.34 means a 34% yield). (1) The reactants are [Br:1][C:2]1[CH:3]=[CH:4][C:5]([OH:18])=[C:6]([C:8](=[O:17])[CH2:9][C:10]2[CH:15]=[CH:14][CH:13]=[CH:12][C:11]=2[F:16])[CH:7]=1.[C:19](OC(=O)CC)(=O)[CH2:20][CH3:21].Cl. The catalyst is C(N(CC)CC)C. The product is [Br:1][C:2]1[CH:7]=[C:6]2[C:5](=[CH:4][CH:3]=1)[O:18][C:19]([CH2:20][CH3:21])=[C:9]([C:10]1[CH:15]=[CH:14][CH:13]=[CH:12][C:11]=1[F:16])[C:8]2=[O:17]. The yield is 0.650. (2) The reactants are [OH:1][C:2]1[C:7]([C:8]2[CH:13]=[CH:12][CH:11]=[CH:10][CH:9]=2)=[CH:6][N:5]=[CH:4][C:3]=1[C:14]1[CH:19]=[CH:18][CH:17]=[CH:16][CH:15]=1.[H-].[Na+].[Cl:22][C:23]1[N:31]=[C:30]2[C:26]([NH:27][CH:28]=[N:29]2)=[C:25](Cl)[N:24]=1. The catalyst is CN(C=O)C. The product is [Cl:22][C:23]1[N:31]=[C:30]2[C:26]([NH:27][CH:28]=[N:29]2)=[C:25]([N:5]2[CH:6]=[C:7]([C:8]3[CH:13]=[CH:12][CH:11]=[CH:10][CH:9]=3)[C:2](=[O:1])[C:3]([C:14]3[CH:15]=[CH:16][CH:17]=[CH:18][CH:19]=3)=[CH:4]2)[N:24]=1. The yield is 0.640. (3) The reactants are [Br:1][C:2]1[CH:3]=[C:4]([CH2:21][C:22]([O:24][CH3:25])=[O:23])[CH:5]=[C:6]([Br:20])[C:7]=1[O:8][C:9]1[CH:14]=[CH:13][C:12](OC)=[C:11]([N+:17]([O-:19])=[O:18])[CH:10]=1.[NH3:26].O.Cl. The catalyst is COCCOCCO. The product is [Br:1][C:2]1[CH:3]=[C:4]([CH2:21][C:22]([O:24][CH3:25])=[O:23])[CH:5]=[C:6]([Br:20])[C:7]=1[O:8][C:9]1[CH:14]=[CH:13][C:12]([NH2:26])=[C:11]([N+:17]([O-:19])=[O:18])[CH:10]=1. The yield is 0.840. (4) The reactants are [NH:1]1[CH:5]=[CH:4][N:3]=[C:2]1[CH:6]=[O:7].C(=O)([O-])[O-].[K+].[K+].Br[CH2:15][C:16]1[CH:21]=[CH:20][CH:19]=[CH:18][CH:17]=1. The catalyst is C(#N)C. The product is [CH2:15]([N:1]1[CH:5]=[CH:4][N:3]=[C:2]1[CH:6]=[O:7])[C:16]1[CH:21]=[CH:20][CH:19]=[CH:18][CH:17]=1. The yield is 0.950. (5) The reactants are [CH3:1][O:2][C:3]1[CH:4]=[C:5]2[C:10](=[CH:11][CH:12]=1)[CH:9]=[C:8]([C:13]1[N:14]=[C:15]([C:24]([CH3:28])([CH3:27])[CH2:25][NH2:26])[NH:16][C:17]=1[C:18]1[CH:23]=[CH:22][N:21]=[CH:20][CH:19]=1)[CH:7]=[CH:6]2.[F:29][C:30]([F:36])([F:35])[S:31](Cl)(=[O:33])=[O:32]. No catalyst specified. The product is [F:29][C:30]([F:36])([F:35])[S:31]([NH:26][CH2:25][C:24]([C:15]1[NH:16][C:17]([C:18]2[CH:23]=[CH:22][N:21]=[CH:20][CH:19]=2)=[C:13]([C:8]2[CH:7]=[CH:6][C:5]3[C:10](=[CH:11][CH:12]=[C:3]([O:2][CH3:1])[CH:4]=3)[CH:9]=2)[N:14]=1)([CH3:28])[CH3:27])(=[O:33])=[O:32]. The yield is 0.330. (6) The reactants are Cl[C:2]1[CH:7]=[CH:6][N:5]=[C:4]([C:8]([O:10][CH2:11][CH3:12])=[O:9])[CH:3]=1.[F:13][C:14]1[CH:15]=[C:16]([OH:23])[CH:17]=[CH:18][C:19]=1[N+:20]([O-:22])=[O:21].ClC1C=CC=CC=1.C(=O)([O-])[O-].[Na+].[Na+]. The catalyst is C(OCC)(=O)C. The product is [F:13][C:14]1[CH:15]=[C:16]([CH:17]=[CH:18][C:19]=1[N+:20]([O-:22])=[O:21])[O:23][C:2]1[CH:7]=[CH:6][N:5]=[C:4]([C:8]([O:10][CH2:11][CH3:12])=[O:9])[CH:3]=1. The yield is 0.402. (7) The reactants are [Br:1][C:2]1[N:3]=[C:4]([NH2:7])[S:5][CH:6]=1.[C:8](OC(=O)C)(=[O:10])[CH3:9]. The catalyst is C(O)(=O)C. The product is [Br:1][C:2]1[N:3]=[C:4]([NH:7][C:8](=[O:10])[CH3:9])[S:5][CH:6]=1. The yield is 0.490. (8) The reactants are [NH:1]1[CH2:6][CH2:5][O:4][CH2:3][CH2:2]1.[H-].[Na+].Cl[C:10]1[CH:15]=[CH:14][C:13]([N+:16]([O-:18])=[O:17])=[CH:12][N:11]=1. The catalyst is C1COCC1. The product is [N+:16]([C:13]1[CH:14]=[CH:15][C:10]([N:1]2[CH2:6][CH2:5][O:4][CH2:3][CH2:2]2)=[N:11][CH:12]=1)([O-:18])=[O:17]. The yield is 0.630. (9) The yield is 0.750. The catalyst is ClC1C=CC=CC=1. The reactants are [CH2:1]([CH:3]([C:6]1[C:11]2[N:12]([CH2:16][C:17]([O:19][CH:20]([CH3:22])[CH3:21])=[O:18])[C:13](=[O:15])[NH:14][C:10]=2[CH:9]=[CH:8][CH:7]=1)[CH2:4][CH3:5])[CH3:2].N(C(C)(C)C#N)=NC(C)(C)C#N.[Cl:35]N1C(=O)CCC1=O. The product is [Cl:35][C:9]1[C:10]2[NH:14][C:13](=[O:15])[N:12]([CH2:16][C:17]([O:19][CH:20]([CH3:22])[CH3:21])=[O:18])[C:11]=2[C:6]([CH:3]([CH2:4][CH3:5])[CH2:1][CH3:2])=[CH:7][CH:8]=1. (10) The reactants are Br[C:2]1[S:3][C:4]([CH2:7]O)=[CH:5][N:6]=1.C(=O)([O-])[O-].[Cs+].[Cs+].[NH:15]1[C:23]2[C:18](=[CH:19][CH:20]=[CH:21][CH:22]=2)[C:17]2([C:27]3=[CH:28][C:29]4[O:33][CH2:32][O:31][C:30]=4[CH:34]=[C:26]3[O:25][CH2:24]2)[C:16]1=[O:35].S(Cl)([Cl:38])=O. No catalyst specified. The product is [Cl:38][C:2]1[S:3][C:4]([CH2:7][N:15]2[C:23]3[C:18](=[CH:19][CH:20]=[CH:21][CH:22]=3)[C:17]3([C:27]4=[CH:28][C:29]5[O:33][CH2:32][O:31][C:30]=5[CH:34]=[C:26]4[O:25][CH2:24]3)[C:16]2=[O:35])=[CH:5][N:6]=1. The yield is 0.380.